From a dataset of Retrosynthesis with 50K atom-mapped reactions and 10 reaction types from USPTO. Predict the reactants needed to synthesize the given product. (1) Given the product CCCc1cnc(NC(=O)C(c2ccccc2)c2ccccc2)o1, predict the reactants needed to synthesize it. The reactants are: CCCc1cnc(N)o1.O=C(O)C(c1ccccc1)c1ccccc1. (2) The reactants are: CC[C@@H](N)CO.Cc1onc(-c2ccccc2)c1COc1ccc(C(=O)O)cn1. Given the product CC[C@H](CO)NC(=O)c1ccc(OCc2c(-c3ccccc3)noc2C)nc1, predict the reactants needed to synthesize it. (3) Given the product COC(=O)CN(C)c1ccc(F)cc1F, predict the reactants needed to synthesize it. The reactants are: CNc1ccc(F)cc1F.COC(=O)CBr. (4) Given the product CN(C(=O)c1cc2c(s1)-c1cc(C(=O)O)ccc1OC2)c1ccc(F)cc1F, predict the reactants needed to synthesize it. The reactants are: COC(=O)c1ccc2c(c1)-c1sc(C(=O)N(C)c3ccc(F)cc3F)cc1CO2. (5) Given the product CC(C(=O)OC1(C)CCCCC1)c1ccc(N)cc1, predict the reactants needed to synthesize it. The reactants are: CC(C(=O)OC1(C)CCCCC1)c1ccc([N+](=O)[O-])cc1. (6) Given the product CC(C)(C)OC(=O)NCc1cccc(C2CCN(C(=O)c3cccc(N4CC(O)C(O)C4)c3)CC2)c1, predict the reactants needed to synthesize it. The reactants are: CC(C)(C)OC(=O)NCc1cccc(C2CCNCC2)c1.O=C(O)c1cccc(N2CC(O)C(O)C2)c1. (7) The reactants are: CC(C)(C)OC(=O)N1CCCc2cc(B3OC(C)(C)C(C)(C)O3)cnc21.Oc1cncc(Br)c1. Given the product CC(C)(C)OC(=O)N1CCCc2cc(-c3cncc(O)c3)cnc21, predict the reactants needed to synthesize it.